From a dataset of Full USPTO retrosynthesis dataset with 1.9M reactions from patents (1976-2016). Predict the reactants needed to synthesize the given product. (1) Given the product [CH:15]1([CH2:18][C@H:19]([NH:23][C:2]2[O:3][C:4]3[CH:10]=[C:9]([F:11])[CH:8]=[CH:7][C:5]=3[N:6]=2)[C:20]([NH:34][CH2:33][CH2:32][NH:31][C:28]2[CH:29]=[CH:30][C:25]([F:24])=[CH:26][CH:27]=2)=[O:22])[CH2:14][CH2:13][CH2:12][CH2:17][CH2:16]1, predict the reactants needed to synthesize it. The reactants are: Cl[C:2]1[O:3][C:4]2[CH:10]=[C:9]([F:11])[CH:8]=[CH:7][C:5]=2[N:6]=1.[CH2:12]1[CH2:17][CH2:16][CH:15]([CH2:18][C@H:19]([NH2:23])[C:20]([OH:22])=O)[CH2:14][CH2:13]1.[F:24][C:25]1[CH:30]=[CH:29][C:28]([NH:31][CH2:32][CH2:33][NH2:34])=[CH:27][CH:26]=1. (2) Given the product [CH3:25][O:24][C:7]1[CH:6]=[CH:5][C:4]2[N:3]=[C:2]([NH:34][C:30]3[CH:31]=[CH:32][CH:33]=[C:28]([N:27]([CH3:35])[CH3:26])[CH:29]=3)[C:11]3=[N:12][NH:13][CH:14]=[C:10]3[C:9]=2[CH:8]=1, predict the reactants needed to synthesize it. The reactants are: Cl[C:2]1[C:11]2=[N:12][N:13](CC3C=CC(OC)=CC=3)[CH:14]=[C:10]2[C:9]2[CH:8]=[C:7]([O:24][CH3:25])[CH:6]=[CH:5][C:4]=2[N:3]=1.[CH3:26][N:27]([CH3:35])[C:28]1[CH:33]=[CH:32][CH:31]=[C:30]([NH2:34])[CH:29]=1.Cl. (3) Given the product [NH2:23][C:18]12[CH2:21][CH2:22][C:15]([C@H:13]([OH:14])[CH2:12][C:11]3[C:10]4[C:5](=[CH:6][CH:7]=[C:8]([O:31][CH3:32])[N:9]=4)[N:4]=[CH:3][C:2]=3[F:1])([CH2:20][CH2:19]1)[O:16][CH2:17]2, predict the reactants needed to synthesize it. The reactants are: [F:1][C:2]1[CH:3]=[N:4][C:5]2[C:10]([C:11]=1[CH2:12][CH:13]([C:15]13[CH2:22][CH2:21][C:18]([NH:23]C(=O)OC(C)(C)C)([CH2:19][CH2:20]1)[CH2:17][O:16]3)[OH:14])=[N:9][C:8]([O:31][CH3:32])=[CH:7][CH:6]=2.FC(F)(F)C(O)=O. (4) The reactants are: [CH2:1]([C:5]1[N:6]=[C:7]2[CH:34]=[CH:33][CH:32]=[CH:31][N:8]2[C:9](=[O:30])[C:10]=1[C:11]1[CH:16]=[CH:15][C:14]([NH:17][C@@H:18]2[CH2:22][CH2:21][N:20](C(OC(C)(C)C)=O)[CH2:19]2)=[CH:13][CH:12]=1)[CH2:2][CH2:3][CH3:4].[ClH:35]. Given the product [ClH:35].[CH2:1]([C:5]1[N:6]=[C:7]2[CH:34]=[CH:33][CH:32]=[CH:31][N:8]2[C:9](=[O:30])[C:10]=1[C:11]1[CH:12]=[CH:13][C:14]([NH:17][C@@H:18]2[CH2:22][CH2:21][NH:20][CH2:19]2)=[CH:15][CH:16]=1)[CH2:2][CH2:3][CH3:4], predict the reactants needed to synthesize it. (5) Given the product [CH:28]1([CH2:27][C@H:9]([NH:8][C:40](=[O:41])[C@@H:39]([NH:38][C:36](=[O:37])[O:35][C:31]([CH3:33])([CH3:32])[CH3:34])[CH3:43])[C:10]([NH:12][C@@H:13]([CH2:20][C:21]2[CH:26]=[CH:25][CH:24]=[CH:23][CH:22]=2)[C:14]([C@@:16]2([CH3:19])[CH2:18][O:17]2)=[O:15])=[O:11])[CH2:30][CH2:29]1, predict the reactants needed to synthesize it. The reactants are: OC(C(F)(F)F)=O.[NH2:8][C@@H:9]([CH2:27][CH:28]1[CH2:30][CH2:29]1)[C:10]([NH:12][C@@H:13]([CH2:20][C:21]1[CH:26]=[CH:25][CH:24]=[CH:23][CH:22]=1)[C:14]([C@@:16]1([CH3:19])[CH2:18][O:17]1)=[O:15])=[O:11].[C:31]([O:35][C:36]([NH:38][C@@H:39]([CH3:43])[C:40](O)=[O:41])=[O:37])([CH3:34])([CH3:33])[CH3:32].CN(C(ON1N=NC2C=CC=NC1=2)=[N+](C)C)C.F[P-](F)(F)(F)(F)F.CCN(C(C)C)C(C)C.